This data is from Reaction yield outcomes from USPTO patents with 853,638 reactions. The task is: Predict the reaction yield, written as a fraction of the theoretical maximum amount of product (1.0 means a 100% yield; for example, 0.34 means a 34% yield). (1) The reactants are [F:1][C:2]1[CH:10]=[C:9]([F:11])[CH:8]=[CH:7][C:3]=1[C:4]([OH:6])=[O:5].[I:12]N1C(=O)CCC1=O.S([O-])([O-])=O.[Na+].[Na+]. The catalyst is S(=O)(=O)(O)O. The product is [F:1][C:2]1[CH:10]=[C:9]([F:11])[C:8]([I:12])=[CH:7][C:3]=1[C:4]([OH:6])=[O:5]. The yield is 0.730. (2) The reactants are Br[C:2]1[CH:23]=[CH:22][C:5]([C:6]([NH:8][S:9]([C:12]2[CH:17]=[CH:16][CH:15]=[CH:14][C:13]=2[S:18](=[O:21])(=[O:20])[NH2:19])(=[O:11])=[O:10])=[O:7])=[C:4]([F:24])[CH:3]=1.[CH3:25][C:26]([CH3:30])([CH3:29])[C:27]#[CH:28].C(NC(C)C)(C)C. The catalyst is CN(C)C=O.Cl[Pd](Cl)([P](C1C=CC=CC=1)(C1C=CC=CC=1)C1C=CC=CC=1)[P](C1C=CC=CC=1)(C1C=CC=CC=1)C1C=CC=CC=1. The product is [CH3:25][C:26]([CH3:30])([CH3:29])[C:27]#[C:28][C:2]1[CH:23]=[CH:22][C:5]([C:6]([NH:8][S:9]([C:12]2[CH:17]=[CH:16][CH:15]=[CH:14][C:13]=2[S:18](=[O:21])(=[O:20])[NH2:19])(=[O:11])=[O:10])=[O:7])=[C:4]([F:24])[CH:3]=1. The yield is 0.500.